Dataset: Reaction yield outcomes from USPTO patents with 853,638 reactions. Task: Predict the reaction yield, written as a fraction of the theoretical maximum amount of product (1.0 means a 100% yield; for example, 0.34 means a 34% yield). The reactants are [NH:1]1[CH2:6][CH2:5][CH:4]([N:7]2[CH2:12][CH2:11][S:10][C:9]3[CH:13]=[CH:14][C:15]([NH:17][C:18]([C:20]4[S:21][CH:22]=[CH:23][CH:24]=4)=[NH:19])=[CH:16][C:8]2=3)[CH2:3][CH2:2]1.[ClH:25]. The catalyst is CO. The product is [ClH:25].[ClH:25].[NH:1]1[CH2:2][CH2:3][CH:4]([N:7]2[CH2:12][CH2:11][S:10][C:9]3[CH:13]=[CH:14][C:15]([NH:17][C:18]([C:20]4[S:21][CH:22]=[CH:23][CH:24]=4)=[NH:19])=[CH:16][C:8]2=3)[CH2:5][CH2:6]1. The yield is 1.00.